Dataset: NCI-60 drug combinations with 297,098 pairs across 59 cell lines. Task: Regression. Given two drug SMILES strings and cell line genomic features, predict the synergy score measuring deviation from expected non-interaction effect. Drug 2: CC1C(C(CC(O1)OC2CC(CC3=C2C(=C4C(=C3O)C(=O)C5=C(C4=O)C(=CC=C5)OC)O)(C(=O)CO)O)N)O.Cl. Drug 1: CC(C)(C#N)C1=CC(=CC(=C1)CN2C=NC=N2)C(C)(C)C#N. Synergy scores: CSS=14.7, Synergy_ZIP=-4.76, Synergy_Bliss=0.716, Synergy_Loewe=2.47, Synergy_HSA=1.79. Cell line: NCI/ADR-RES.